Dataset: Forward reaction prediction with 1.9M reactions from USPTO patents (1976-2016). Task: Predict the product of the given reaction. Given the reactants ClC1C=C(NC2C=CC(N3CCC(O)(C)CC3)=CN=2)C(=O)N(C)N=1.[CH3:25][N:26]1[CH2:32][C@H:31]2[N:33]([C:34]3[CH:35]=[N:36][C:37]([N+:40]([O-])=O)=[CH:38][CH:39]=3)[C@H:28]([CH2:29][CH2:30]2)[CH2:27]1, predict the reaction product. The product is: [CH3:25][N:26]1[CH2:32][CH:31]2[N:33]([C:34]3[CH:39]=[CH:38][C:37]([NH2:40])=[N:36][CH:35]=3)[CH:28]([CH2:29][CH2:30]2)[CH2:27]1.